Dataset: hERG Central: cardiac toxicity at 1µM, 10µM, and general inhibition. Task: Predict hERG channel inhibition at various concentrations. Results: hERG_inhib (hERG inhibition (general)): blocker. The compound is Cc1ccc(C)c(N2CCN(CCCNC(=O)Cn3cccc3C(=O)c3ccccc3)CC2)c1.